Dataset: Full USPTO retrosynthesis dataset with 1.9M reactions from patents (1976-2016). Task: Predict the reactants needed to synthesize the given product. (1) Given the product [F:21][C:11]1([F:22])[C:12]2[C:17](=[CH:16][CH:15]=[CH:14][C:13]=2[C@@H:18]([OH:20])[CH3:19])[N:9]([CH2:8][C:5]2[CH:6]=[N:7][C:2]([N:24]3[CH:28]=[N:27][CH:26]=[N:25]3)=[CH:3][CH:4]=2)[C:10]1=[O:23], predict the reactants needed to synthesize it. The reactants are: Br[C:2]1[N:7]=[CH:6][C:5]([CH2:8][N:9]2[C:17]3[C:12](=[C:13]([C@@H:18]([OH:20])[CH3:19])[CH:14]=[CH:15][CH:16]=3)[C:11]([F:22])([F:21])[C:10]2=[O:23])=[CH:4][CH:3]=1.[N:24]1[N:25]=[CH:26][NH:27][CH:28]=1.CN[C@@H]1CCCC[C@H]1NC.C(=O)([O-])[O-].[Cs+].[Cs+]. (2) Given the product [OH:2][C:3]1[CH:12]=[CH:11][C:10]2[NH:9][C:8](=[O:13])[C:7]3[S:14][CH:15]=[CH:16][C:6]=3[C:5]=2[C:4]=1[C:17]1[CH:22]=[CH:21][C:20]([C:23]2([C:26]#[N:27])[CH2:24][CH2:25]2)=[CH:19][CH:18]=1, predict the reactants needed to synthesize it. The reactants are: C[O:2][C:3]1[CH:12]=[CH:11][C:10]2[NH:9][C:8](=[O:13])[C:7]3[S:14][CH:15]=[CH:16][C:6]=3[C:5]=2[C:4]=1[C:17]1[CH:22]=[CH:21][C:20]([C:23]2([C:26]#[N:27])[CH2:25][CH2:24]2)=[CH:19][CH:18]=1.BrB(Br)Br. (3) Given the product [CH2:21]([NH:23][CH:16]1[CH2:17][CH2:18][C:13]([C:7]2[C:6]3[C:10](=[CH:11][CH:12]=[C:4]([N+:1]([O-:3])=[O:2])[CH:5]=3)[NH:9][CH:8]=2)=[CH:14][CH2:15]1)[CH3:22], predict the reactants needed to synthesize it. The reactants are: [N+:1]([C:4]1[CH:5]=[C:6]2[C:10](=[CH:11][CH:12]=1)[NH:9][CH:8]=[C:7]2[C:13]1[CH2:18][CH2:17][C:16](=O)[CH2:15][CH:14]=1)([O-:3])=[O:2].Cl.[CH2:21]([NH2:23])[CH3:22].C(O)(=O)C.[BH-](OC(C)=O)(OC(C)=O)OC(C)=O.[Na+]. (4) Given the product [Cl:12][C:11]1[C:6]([C:4]([OH:5])=[O:3])=[CH:7][N:8]([CH3:14])[C:9](=[O:13])[CH:10]=1, predict the reactants needed to synthesize it. The reactants are: C([O:3][C:4]([C:6]1[C:11]([Cl:12])=[CH:10][C:9](=[O:13])[N:8]([CH3:14])[CH:7]=1)=[O:5])C.[OH-].[Na+].Cl. (5) Given the product [Br:1][C:2]1[CH:3]=[C:4]2[C:8](=[CH:9][CH:10]=1)[N:7]([CH2:12][C:13]1[CH:21]=[CH:20][C:17]([O:18][CH3:19])=[C:15]([OH:16])[CH:14]=1)[CH2:6][CH2:5]2, predict the reactants needed to synthesize it. The reactants are: [Br:1][C:2]1[CH:3]=[C:4]2[C:8](=[CH:9][CH:10]=1)[NH:7][CH2:6][CH2:5]2.O=[CH:12][C:13]1[CH:21]=[CH:20][C:17]([O:18][CH3:19])=[C:15]([OH:16])[CH:14]=1.C(O[BH-](OC(=O)C)OC(=O)C)(=O)C.[Na+]. (6) Given the product [CH2:15]([N:22]1[CH2:27][CH2:26][CH2:25][C:24]([C:8]2[C:9]3[C:14](=[N:13][CH:12]=[CH:11][CH:10]=3)[NH:6][CH:7]=2)([OH:28])[CH2:23]1)[C:16]1[CH:17]=[CH:18][CH:19]=[CH:20][CH:21]=1, predict the reactants needed to synthesize it. The reactants are: [H-].[Na+].CCO.[NH:6]1[C:14]2[C:9](=[CH:10][CH:11]=[CH:12][N:13]=2)[CH:8]=[CH:7]1.[CH2:15]([N:22]1[CH2:27][CH2:26][CH2:25][C:24](=[O:28])[CH2:23]1)[C:16]1[CH:21]=[CH:20][CH:19]=[CH:18][CH:17]=1. (7) Given the product [CH2:11]([O:18][C:19]1[CH:24]=[C:23]([CH3:25])[C:22]([C:7]2[CH:6]=[CH:5][CH:4]=[C:3]([CH2:9][OH:10])[C:2]=2[CH3:1])=[C:21]([CH3:29])[CH:20]=1)[C:12]1[CH:17]=[CH:16][CH:15]=[CH:14][CH:13]=1, predict the reactants needed to synthesize it. The reactants are: [CH3:1][C:2]1[C:7](Br)=[CH:6][CH:5]=[CH:4][C:3]=1[CH2:9][OH:10].[CH2:11]([O:18][C:19]1[CH:24]=[C:23]([CH3:25])[C:22](B(O)O)=[C:21]([CH3:29])[CH:20]=1)[C:12]1[CH:17]=[CH:16][CH:15]=[CH:14][CH:13]=1.C(=O)([O-])[O-].[Na+].[Na+].C1(P(C2CCCCC2)C2C=CC=CC=2C2C(OC)=CC=CC=2OC)CCCCC1.